Predict the product of the given reaction. From a dataset of Forward reaction prediction with 1.9M reactions from USPTO patents (1976-2016). (1) Given the reactants [N+:1]([CH:4]([C:7](=O)[CH2:8][CH2:9][CH2:10][CH2:11][CH2:12][C:13]1[CH:18]=[CH:17][CH:16]=[CH:15][CH:14]=1)[CH2:5][CH3:6])([O-])=O.Cl.[N:21]#[C:22][NH2:23], predict the reaction product. The product is: [CH2:5]([C:4]1[NH:1][C:22]([NH2:23])=[N:21][C:7]=1[CH2:8][CH2:9][CH2:10][CH2:11][CH2:12][C:13]1[CH:18]=[CH:17][CH:16]=[CH:15][CH:14]=1)[CH3:6]. (2) Given the reactants Cl([O-])=O.[Na+].OP([O-])(O)=O.[Na+].[CH2:11]([O:18][C:19]([NH:21][C:22]1[C:27]([C:28]([O:30][C:31]([CH3:34])([CH3:33])[CH3:32])=[O:29])=[C:26]([OH:35])[C:25]([C:36]2[CH:40]=[CH:39][O:38][C:37]=2[CH:41]=[O:42])=[CH:24][CH:23]=1)=[O:20])[C:12]1[CH:17]=[CH:16][CH:15]=[CH:14][CH:13]=1.CC(=CC)C.[OH-:48].[Na+], predict the reaction product. The product is: [CH2:11]([O:18][C:19]([NH:21][C:22]1[CH:23]=[CH:24][C:25]([C:36]2[CH:40]=[CH:39][O:38][C:37]=2[C:41]([OH:48])=[O:42])=[C:26]([OH:35])[C:27]=1[C:28]([O:30][C:31]([CH3:34])([CH3:33])[CH3:32])=[O:29])=[O:20])[C:12]1[CH:13]=[CH:14][CH:15]=[CH:16][CH:17]=1. (3) Given the reactants Br[C:2]1[CH:11]=[CH:10][CH:9]=[C:8]2[C:3]=1[CH:4]=[CH:5][N:6]=[CH:7]2.[NH:12]1[CH2:17][CH2:16][O:15][CH2:14][CH2:13]1.C([O-])([O-])=O.[Cs+].[Cs+], predict the reaction product. The product is: [CH:7]1[C:8]2[C:3](=[C:2]([N:12]3[CH2:17][CH2:16][O:15][CH2:14][CH2:13]3)[CH:11]=[CH:10][CH:9]=2)[CH:4]=[CH:5][N:6]=1. (4) Given the reactants [N:1]1[C:2]([C:10]2[CH:11]=C([CH:15]=[CH:16][CH:17]=2)C#N)=[CH:3][N:4]2[C:9]=1[CH:8]=[CH:7][CH:6]=[N:5]2.[OH-:18].[Na+].Cl.[CH3:21][CH2:22][OH:23], predict the reaction product. The product is: [N:1]1[C:2]([C:10]2[CH:11]=[C:21]([CH:15]=[CH:16][CH:17]=2)[C:22]([OH:18])=[O:23])=[CH:3][N:4]2[C:9]=1[CH:8]=[CH:7][CH:6]=[N:5]2. (5) The product is: [CH3:1][C:2]1[N:3]=[C:4]([C:9]2[CH:10]=[CH:11][C:12]([C:15]([F:18])([F:16])[F:17])=[CH:13][CH:14]=2)[O:5][C:6]=1[CH:7]=[O:8]. Given the reactants [CH3:1][C:2]1[N:3]=[C:4]([C:9]2[CH:14]=[CH:13][C:12]([C:15]([F:18])([F:17])[F:16])=[CH:11][CH:10]=2)[O:5][C:6]=1[CH2:7][OH:8].CC1N=C(C2C=CC(C(F)(F)F)=CC=2)OC=1C=O.ClCCl.CC(OI1(OC(C)=O)(OC(C)=O)OC(=O)C2C=CC=CC1=2)=O, predict the reaction product. (6) Given the reactants [CH3:1][O:2][C:3]1[CH:4]=[C:5]([C:11]2[N:12]=[C:13]([N:23]([CH3:25])[CH3:24])[S:14][C:15]=2[C:16]2[CH:21]=[CH:20][N:19]=[C:18](Cl)[N:17]=2)[CH:6]=[C:7]([O:9][CH3:10])[CH:8]=1.[F:26][C:27]1[CH:28]=[C:29]([NH2:46])[CH:30]=[CH:31][C:32]=1[O:33][CH:34]1[CH2:39][CH2:38][N:37]([CH2:40][CH2:41][S:42]([CH3:45])(=[O:44])=[O:43])[CH2:36][CH2:35]1, predict the reaction product. The product is: [CH3:1][O:2][C:3]1[CH:4]=[C:5]([C:11]2[N:12]=[C:13]([N:23]([CH3:25])[CH3:24])[S:14][C:15]=2[C:16]2[CH:21]=[CH:20][N:19]=[C:18]([NH:46][C:29]3[CH:30]=[CH:31][C:32]([O:33][CH:34]4[CH2:39][CH2:38][N:37]([CH2:40][CH2:41][S:42]([CH3:45])(=[O:43])=[O:44])[CH2:36][CH2:35]4)=[C:27]([F:26])[CH:28]=3)[N:17]=2)[CH:6]=[C:7]([O:9][CH3:10])[CH:8]=1. (7) Given the reactants [F:1][C:2]1[CH:7]=[C:6]([S:8]([CH3:11])(=[O:10])=[O:9])[CH:5]=[CH:4][C:3]=1[N:12]1[C:16]2=[N:17][CH:18]=[N:19][C:20]([NH:21][CH:22]3[CH2:26][CH2:25][NH:24][CH2:23]3)=[C:15]2[CH:14]=[N:13]1.[CH:27]([O:30][C:31](Cl)=[O:32])([CH3:29])[CH3:28].C(N(CC)CC)C, predict the reaction product. The product is: [CH:27]([O:30][C:31]([N:24]1[CH2:25][CH2:26][CH:22]([NH:21][C:20]2[N:19]=[CH:18][N:17]=[C:16]3[N:12]([C:3]4[CH:4]=[CH:5][C:6]([S:8]([CH3:11])(=[O:9])=[O:10])=[CH:7][C:2]=4[F:1])[N:13]=[CH:14][C:15]=23)[CH2:23]1)=[O:32])([CH3:29])[CH3:28]. (8) Given the reactants [CH2:1]([O:3][C:4](=[O:33])[CH2:5][CH2:6][C:7]1[C:12]([CH3:13])=[CH:11][C:10]([CH:14]=[CH:15][C:16]([C:18]2[S:19][C:20]([CH2:29][CH3:30])=[C:21]3[CH2:26][C:25]([CH3:28])([CH3:27])[CH2:24][CH2:23][C:22]=23)=[O:17])=[CH:9][C:8]=1[CH2:31][CH3:32])[CH3:2], predict the reaction product. The product is: [CH2:1]([O:3][C:4](=[O:33])[CH2:5][CH2:6][C:7]1[C:12]([CH3:13])=[CH:11][C:10]([CH2:14][CH2:15][C:16]([C:18]2[S:19][C:20]([CH2:29][CH3:30])=[C:21]3[CH2:26][C:25]([CH3:27])([CH3:28])[CH2:24][CH2:23][C:22]=23)=[O:17])=[CH:9][C:8]=1[CH2:31][CH3:32])[CH3:2]. (9) Given the reactants [CH2:1]1[C:10]2[C:5](=[CH:6][C:7]([C:11]3[CH:16]=[CH:15][C:14]([C:17](=[O:19])[CH3:18])=[CH:13][CH:12]=3)=[CH:8][CH:9]=2)[CH2:4][CH2:3][NH:2]1.Cl[CH:21]1[CH2:26][N:25]([CH:27]2[CH2:30][CH2:29][CH2:28]2)[CH2:24][CH2:23][NH:22]1.[C:31](N)(=[O:33])[CH3:32].C([O-])([O-])=O.[K+].[K+].[Na+].[I-], predict the reaction product. The product is: [C:17]([C:14]1[CH:15]=[CH:16][C:11]([C:7]2[CH:6]=[C:5]3[C:10](=[CH:9][CH:8]=2)[CH2:1][N:2]([CH2:32][C:31]([N:22]2[CH2:23][CH2:24][N:25]([CH:27]4[CH2:30][CH2:29][CH2:28]4)[CH2:26][CH2:21]2)=[O:33])[CH2:3][CH2:4]3)=[CH:12][CH:13]=1)(=[O:19])[CH3:18].